Dataset: Reaction yield outcomes from USPTO patents with 853,638 reactions. Task: Predict the reaction yield, written as a fraction of the theoretical maximum amount of product (1.0 means a 100% yield; for example, 0.34 means a 34% yield). (1) The reactants are FC(F)(F)S(O[C:7]1[C:8]2[S:22][CH2:21][CH2:20][C:9]=2[N:10]=[C:11]([C:13]2[CH:18]=[CH:17][CH:16]=[C:15]([Cl:19])[CH:14]=2)[N:12]=1)(=O)=O.[NH2:25][C:26]1[CH:31]=[CH:30][C:29]([CH2:32][C:33]([NH2:35])=[O:34])=[CH:28][CH:27]=1. No catalyst specified. The product is [Cl:19][C:15]1[CH:14]=[C:13]([C:11]2[N:12]=[C:7]([NH:25][C:26]3[CH:27]=[CH:28][C:29]([CH2:32][C:33]([NH2:35])=[O:34])=[CH:30][CH:31]=3)[C:8]3[S:22][CH2:21][CH2:20][C:9]=3[N:10]=2)[CH:18]=[CH:17][CH:16]=1. The yield is 0.570. (2) The reactants are [H-].[Na+].[N:3]1([CH2:8][CH2:9][CH2:10][CH2:11][C:12]2[CH:17]=[CH:16][C:15]([OH:18])=[CH:14][CH:13]=2)[CH:7]=[CH:6][N:5]=[N:4]1.Cl[CH2:20][C:21]1[CH:22]=[CH:23][C:24]([C:27]2[CH:32]=[CH:31][C:30]([C:33]([F:36])([F:35])[F:34])=[CH:29][CH:28]=2)=[N:25][CH:26]=1.O. The catalyst is CN(C)C=O. The product is [N:3]1([CH2:8][CH2:9][CH2:10][CH2:11][C:12]2[CH:13]=[CH:14][C:15]([O:18][CH2:20][C:21]3[CH:22]=[CH:23][C:24]([C:27]4[CH:28]=[CH:29][C:30]([C:33]([F:36])([F:34])[F:35])=[CH:31][CH:32]=4)=[N:25][CH:26]=3)=[CH:16][CH:17]=2)[CH:7]=[CH:6][N:5]=[N:4]1. The yield is 0.710. (3) The reactants are [CH:1]([NH:4]C(C)C)(C)C.C([Li])CCC.[F:13][C:14]1[CH:19]=[C:18](I)[CH:17]=[CH:16][C:15]=1[CH2:21][C:22]([O:24][CH3:25])=[O:23].[CH3:56][O:55][C:52]1[CH:51]=[CH:50][C:49]([N:48]2[C:44]([C:42](O[C:42]([C:44]3[N:48]([C:49]4[CH:54]=[CH:53][C:52]([O:55][CH3:56])=[CH:51][CH:50]=4)[N:47]=[C:46]([C:57]([F:60])([F:59])[F:58])[CH:45]=3)=[O:43])=[O:43])=[CH:45][C:46]([C:57]([F:60])([F:59])[F:58])=[N:47]2)=[CH:54][CH:53]=1.Cl.[O:66]1[CH2:70][CH2:69][CH2:68][CH2:67]1. The catalyst is CN(C)P(N(C)C)(N(C)C)=O. The product is [F:13][C:14]1[CH:19]=[C:18]([N:4]2[CH:1]=[CH:70][CH:69]=[CH:68][C:67]2=[O:66])[CH:17]=[CH:16][C:15]=1[CH:21]([C:42]([C:44]1[N:48]([C:49]2[CH:50]=[CH:51][C:52]([O:55][CH3:56])=[CH:53][CH:54]=2)[N:47]=[C:46]([C:57]([F:58])([F:60])[F:59])[CH:45]=1)=[O:43])[C:22]([O:24][CH3:25])=[O:23]. The yield is 0.490. (4) The reactants are [C:1]([C:5]1[CH:19]=[CH:18][C:8]([O:9][C:10]2[CH:11]=[C:12]([CH:15]=[CH:16][CH:17]=2)[CH:13]=O)=[CH:7][CH:6]=1)([CH3:4])([CH3:3])[CH3:2].[CH2:20]([NH:24][C:25]1[CH:31]=[C:30]([O:32][CH2:33][CH2:34][CH2:35][N:36]([CH2:39][CH3:40])[CH2:37][CH3:38])[CH:29]=[C:28]([O:41][CH2:42][CH2:43][CH2:44][N:45]([CH2:48][CH3:49])[CH2:46][CH3:47])[C:26]=1[NH2:27])[CH2:21][CH2:22][CH3:23]. The catalyst is C(O)C. The product is [CH2:20]([N:24]1[C:25]2[CH:31]=[C:30]([O:32][CH2:33][CH2:34][CH2:35][N:36]([CH2:37][CH3:38])[CH2:39][CH3:40])[CH:29]=[C:28]([O:41][CH2:42][CH2:43][CH2:44][N:45]([CH2:48][CH3:49])[CH2:46][CH3:47])[C:26]=2[N:27]=[C:13]1[C:12]1[CH:15]=[CH:16][CH:17]=[C:10]([O:9][C:8]2[CH:18]=[CH:19][C:5]([C:1]([CH3:4])([CH3:3])[CH3:2])=[CH:6][CH:7]=2)[CH:11]=1)[CH2:21][CH2:22][CH3:23]. The yield is 0.760. (5) The reactants are Cl.[Cl:2][C:3]1[CH:23]=[CH:22][C:6]([O:7][CH:8]2[CH2:13][CH2:12][N:11](C(OC(C)(C)C)=O)[CH2:10][CH:9]2[CH3:21])=[CH:5][CH:4]=1. The catalyst is O1CCOCC1. The product is [ClH:2].[Cl:2][C:3]1[CH:23]=[CH:22][C:6]([O:7][CH:8]2[CH2:13][CH2:12][NH:11][CH2:10][CH:9]2[CH3:21])=[CH:5][CH:4]=1. The yield is 1.00. (6) The reactants are [CH2:1]([N:8]1[CH:13]=[CH:12][C:11]([O:14][CH2:15][C:16]2[CH:21]=[CH:20][CH:19]=[CH:18][CH:17]=2)=[C:10](I)[C:9]1=[O:23])[C:2]1[CH:7]=[CH:6][CH:5]=[CH:4][CH:3]=1.[CH:24]([Sn](CCCC)(CCCC)CCCC)=[CH2:25].CN(C=O)C. The catalyst is C(#N)C. The product is [CH2:1]([N:8]1[CH:13]=[CH:12][C:11]([O:14][CH2:15][C:16]2[CH:21]=[CH:20][CH:19]=[CH:18][CH:17]=2)=[C:10]([CH:24]=[CH2:25])[C:9]1=[O:23])[C:2]1[CH:7]=[CH:6][CH:5]=[CH:4][CH:3]=1. The yield is 0.500. (7) The reactants are [C:1]([C:3]1[CH:10]=[CH:9][C:6]([C:7]#[N:8])=[CH:5][CH:4]=1)#[CH:2].I[C:12]1[CH:19]=[CH:18][C:15]([CH:16]=[O:17])=[CH:14][CH:13]=1.C(N(CC)CC)C. The catalyst is C1COCC1.Cl[Pd](Cl)([P](C1C=CC=CC=1)(C1C=CC=CC=1)C1C=CC=CC=1)[P](C1C=CC=CC=1)(C1C=CC=CC=1)C1C=CC=CC=1.[Cu]I. The product is [CH:16]([C:15]1[CH:18]=[CH:19][C:12]([C:2]#[C:1][C:3]2[CH:10]=[CH:9][C:6]([C:7]#[N:8])=[CH:5][CH:4]=2)=[CH:13][CH:14]=1)=[O:17]. The yield is 0.900. (8) The reactants are [C:1]([C:5]1[CH:10]=[CH:9][C:8]([CH:11]=[C:12]([CH3:16])[C:13]([OH:15])=[O:14])=[CH:7][CH:6]=1)([CH3:4])([CH3:3])[CH3:2]. The catalyst is [Pd].CO. The product is [C:1]([C:5]1[CH:10]=[CH:9][C:8]([CH2:11][CH:12]([CH3:16])[C:13]([OH:15])=[O:14])=[CH:7][CH:6]=1)([CH3:4])([CH3:2])[CH3:3]. The yield is 0.935.